Dataset: Full USPTO retrosynthesis dataset with 1.9M reactions from patents (1976-2016). Task: Predict the reactants needed to synthesize the given product. (1) Given the product [CH2:47]([O:46][C:44](=[O:45])[CH2:43][N:33]1[C:34]([CH3:42])=[C:35]([CH2:36][C:37]([OH:39])=[O:38])[C:31]([CH3:30])=[N:32]1)[CH3:48], predict the reactants needed to synthesize it. The reactants are: C(C(C(=O)C)CC(OC(C)(C)C)=O)(=O)C.Cl.N(CC(OCC)=O)N.C([O-])(=O)C.[Na+].[CH3:30][C:31]1[C:35]([CH2:36][C:37]([O:39]CC)=[O:38])=[C:34]([CH3:42])[N:33]([CH2:43][C:44]([O:46][C:47](C)(C)[CH3:48])=[O:45])[N:32]=1.FC(F)(F)C(O)=O.C(=O)([O-])O.[Na+]. (2) Given the product [CH2:10]([C:14]1[C:15](=[O:16])[NH:2][C:3](=[S:4])[NH:5][C:20]=1[CH3:22])[CH2:11][CH2:12][CH3:13], predict the reactants needed to synthesize it. The reactants are: [Na].[NH2:2][C:3]([NH2:5])=[S:4].CC[O-].[Na+].[CH2:10]([CH:14]([C:20]([CH3:22])=O)[C:15](OCC)=[O:16])[CH2:11][CH2:12][CH3:13].